The task is: Predict the reactants needed to synthesize the given product.. This data is from Full USPTO retrosynthesis dataset with 1.9M reactions from patents (1976-2016). Given the product [CH3:1][O:2][C:3]([C:4]1([C:5]2[CH:10]=[CH:9][CH:8]=[C:7]([Br:11])[CH:6]=2)[CH2:20][CH2:19][O:18][CH2:17][CH2:16]1)=[O:12], predict the reactants needed to synthesize it. The reactants are: [CH3:1][O:2][C:3](=[O:12])[CH2:4][C:5]1[CH:10]=[CH:9][CH:8]=[C:7]([Br:11])[CH:6]=1.[H-].[Na+].Br[CH2:16][CH2:17][O:18][CH2:19][CH2:20]Br.